This data is from Catalyst prediction with 721,799 reactions and 888 catalyst types from USPTO. The task is: Predict which catalyst facilitates the given reaction. (1) Product: [ClH:1].[Cl:1][C:2]1[CH:3]=[C:4]([NH:9][C:10]2[C:19]3[C:14](=[CH:15][C:16]([O:22][CH2:23][C:24]4[N:25]=[C:26]([CH:29]5[CH2:34][CH2:33][N:32]([CH3:35])[CH2:31][CH2:30]5)[S:27][CH:28]=4)=[C:17]([O:20][CH3:21])[CH:18]=3)[N:13]=[CH:12][N:11]=2)[CH:5]=[CH:6][C:7]=1[Cl:8]. The catalyst class is: 106. Reactant: [Cl:1][C:2]1[CH:3]=[C:4]([NH:9][C:10]2[C:19]3[C:14](=[CH:15][C:16]([O:22][CH2:23][C:24]4[N:25]=[C:26]([CH:29]5[CH2:34][CH2:33][NH:32][CH2:31][CH2:30]5)[S:27][CH:28]=4)=[C:17]([O:20][CH3:21])[CH:18]=3)[N:13]=[CH:12][N:11]=2)[CH:5]=[CH:6][C:7]=1[Cl:8].[CH2:35]=O. (2) Reactant: [F:1][C:2]1[CH:7]=[C:6]([F:8])[CH:5]=[CH:4][C:3]=1[C:9]1[C:14](=[O:15])[CH:13]=[C:12]([CH3:16])[O:11][C:10]=1[C:17]1[CH:22]=[CH:21][C:20]([S:23]([CH3:26])(=[O:25])=[O:24])=[CH:19][CH:18]=1.[Se](=O)=[O:28]. Product: [F:1][C:2]1[CH:7]=[C:6]([F:8])[CH:5]=[CH:4][C:3]=1[C:9]1[C:14](=[O:15])[CH:13]=[C:12]([CH:16]=[O:28])[O:11][C:10]=1[C:17]1[CH:22]=[CH:21][C:20]([S:23]([CH3:26])(=[O:25])=[O:24])=[CH:19][CH:18]=1. The catalyst class is: 12. (3) Reactant: [CH2:1]1[CH:5]2[CH2:6][CH:7]([NH2:8])[CH:3]([CH2:4]2)[CH2:2]1.[OH-].[Na+].Cl[CH2:12][CH:13]([OH:19])[CH2:14][S:15]([OH:18])(=[O:17])=[O:16].[Na]. Product: [CH:3]12[CH2:4][CH:5]([CH2:1][CH2:2]1)[CH2:6][CH:7]2[NH:8][CH2:12][CH:13]([OH:19])[CH2:14][S:15]([OH:18])(=[O:17])=[O:16]. The catalyst class is: 38. (4) Reactant: [C:1]([O:5][C:6](=[O:23])[NH:7][C@@H:8]([C:10]1[CH:15]=[CH:14][C:13]([NH2:16])=[C:12]([C:17]#[C:18][Si:19]([CH3:22])([CH3:21])[CH3:20])[CH:11]=1)[CH3:9])([CH3:4])([CH3:3])[CH3:2].[CH3:24][S:25](O[S:25]([CH3:24])(=[O:27])=[O:26])(=[O:27])=[O:26].N1C=CC=CC=1. Product: [C:1]([O:5][C:6](=[O:23])[NH:7][C@@H:8]([C:10]1[CH:15]=[CH:14][C:13]([NH:16][S:25]([CH3:24])(=[O:27])=[O:26])=[C:12]([C:17]#[C:18][Si:19]([CH3:21])([CH3:20])[CH3:22])[CH:11]=1)[CH3:9])([CH3:4])([CH3:3])[CH3:2]. The catalyst class is: 2. (5) Reactant: [O:1]=[C:2]1[NH:7][N:6]=[C:5]([N:8]2[CH2:13][CH2:12][CH:11]([C:14]([OH:16])=O)[CH2:10][CH2:9]2)[CH:4]=[CH:3]1.Cl.[Cl:18][C:19]1[C:27]2[C:22](=[CH:23][C:24]([S:28]([N:31]3[CH2:36][CH2:35][NH:34][CH2:33][CH2:32]3)(=[O:30])=[O:29])=[CH:25][CH:26]=2)[NH:21][CH:20]=1.C(N(C(C)C)CC)(C)C.F[B-](F)(F)F.N1(OC(N(C)C)=[N+](C)C)C2C=CC=CC=2N=N1. Product: [Cl:18][C:19]1[C:27]2[C:22](=[CH:23][C:24]([S:28]([N:31]3[CH2:36][CH2:35][N:34]([C:14]([CH:11]4[CH2:10][CH2:9][N:8]([C:5]5[CH:4]=[CH:3][C:2](=[O:1])[NH:7][N:6]=5)[CH2:13][CH2:12]4)=[O:16])[CH2:33][CH2:32]3)(=[O:29])=[O:30])=[CH:25][CH:26]=2)[NH:21][CH:20]=1. The catalyst class is: 9. (6) Reactant: [CH2:1]([O:3][C:4]([C:6]1[S:7][C:8](S(C)(=O)=O)=[C:9]2[C:17]3[N:16]([CH3:18])[N:15]=[CH:14][C:13]=3[CH2:12][CH2:11][C:10]=12)=[O:5])[CH3:2].[CH3:23][O:24][CH2:25][CH2:26][OH:27].[H-].[Na+].O. Product: [CH3:23][O:24][CH2:25][CH2:26][O:27][C:8]1[S:7][C:6]([C:4]([O:3][CH2:1][CH3:2])=[O:5])=[C:10]2[C:9]=1[C:17]1[N:16]([CH3:18])[N:15]=[CH:14][C:13]=1[CH2:12][CH2:11]2. The catalyst class is: 1. (7) Reactant: Br[C:2]1[C:3]2[C:10]([CH3:11])=[CH:9][S:8][C:4]=2[N:5]=[CH:6][N:7]=1.[C:12]([CH2:14][C:15]([O:17][CH2:18][CH3:19])=[O:16])#[N:13].C([O-])([O-])=O.[Cs+].[Cs+].N1C=CC=CC=1C(O)=O. Product: [C:12]([CH:14]([C:2]1[C:3]2[C:10]([CH3:11])=[CH:9][S:8][C:4]=2[N:5]=[CH:6][N:7]=1)[C:15]([O:17][CH2:18][CH3:19])=[O:16])#[N:13]. The catalyst class is: 471. (8) Product: [CH:1]1([C:7]2[N:11]3[C:12]4[C:17]([NH:18][C:19](=[O:20])[C:10]3=[CH:9][N:8]=2)=[CH:16][C:15]([C:21]2[O:23][N:46]=[C:44]([CH3:45])[N:43]=2)=[CH:14][CH:13]=4)[CH2:6][CH2:5][CH2:4][CH2:3][CH2:2]1. The catalyst class is: 6. Reactant: [CH:1]1([C:7]2[N:11]3[C:12]4[C:17]([NH:18][C:19](=[O:20])[C:10]3=[CH:9][N:8]=2)=[CH:16][C:15]([C:21]([OH:23])=O)=[CH:14][CH:13]=4)[CH2:6][CH2:5][CH2:4][CH2:3][CH2:2]1.CN(C)C(=O)C.C(N1C=CN=C1)(N1C=CN=C1)=O.O[NH:43][C:44](=[NH:46])[CH3:45]. (9) Reactant: [CH:1]1([CH:4](O)[CH2:5][C:6]2[CH:11]=[CH:10][CH:9]=[CH:8][C:7]=2[N+:12]([O-:14])=[O:13])[CH2:3][CH2:2]1.S(Cl)([Cl:18])=O. Product: [Cl:18][CH:4]([CH:1]1[CH2:3][CH2:2]1)[CH2:5][C:6]1[CH:11]=[CH:10][CH:9]=[CH:8][C:7]=1[N+:12]([O-:14])=[O:13]. The catalyst class is: 11. (10) Reactant: [CH:1]([C:4]1[N:9]=[C:8]([O:10][CH3:11])[C:7]([C:12]2[N:17]=[C:16]3[N:18]([CH3:25])[CH:19]=[C:20]([CH:21]([CH3:24])[CH2:22][OH:23])[C:15]3=[N:14][C:13]=2[CH3:26])=[CH:6][CH:5]=1)([CH3:3])[CH3:2].[H-].[Na+].CI.[C:31](=O)(O)[O-].[Na+]. Product: [CH:1]([C:4]1[N:9]=[C:8]([O:10][CH3:11])[C:7]([C:12]2[N:17]=[C:16]3[N:18]([CH3:25])[CH:19]=[C:20]([CH:21]([CH3:24])[CH2:22][O:23][CH3:31])[C:15]3=[N:14][C:13]=2[CH3:26])=[CH:6][CH:5]=1)([CH3:3])[CH3:2]. The catalyst class is: 20.